From a dataset of Peptide-MHC class I binding affinity with 185,985 pairs from IEDB/IMGT. Regression. Given a peptide amino acid sequence and an MHC pseudo amino acid sequence, predict their binding affinity value. This is MHC class I binding data. (1) The peptide sequence is FTLDADLGI. The MHC is HLA-A02:11 with pseudo-sequence HLA-A02:11. The binding affinity (normalized) is 0.834. (2) The peptide sequence is LPFYSNVTGF. The MHC is HLA-B07:02 with pseudo-sequence HLA-B07:02. The binding affinity (normalized) is 0.415. (3) The peptide sequence is SVFHEHIFK. The MHC is HLA-A02:06 with pseudo-sequence HLA-A02:06. The binding affinity (normalized) is 0.365.